From a dataset of Peptide-MHC class I binding affinity with 185,985 pairs from IEDB/IMGT. Regression. Given a peptide amino acid sequence and an MHC pseudo amino acid sequence, predict their binding affinity value. This is MHC class I binding data. (1) The peptide sequence is IYCGFKFAW. The MHC is HLA-A31:01 with pseudo-sequence HLA-A31:01. The binding affinity (normalized) is 0.0847. (2) The peptide sequence is SSVLTILYY. The MHC is HLA-A11:01 with pseudo-sequence HLA-A11:01. The binding affinity (normalized) is 0.655. (3) The peptide sequence is KRIRLKHIF. The MHC is HLA-B15:09 with pseudo-sequence HLA-B15:09. The binding affinity (normalized) is 0.0847. (4) The peptide sequence is VPISSVASL. The MHC is HLA-B07:02 with pseudo-sequence HLA-B07:02. The binding affinity (normalized) is 0.703. (5) The peptide sequence is FIVPEFAKQY. The MHC is HLA-A68:01 with pseudo-sequence HLA-A68:01. The binding affinity (normalized) is 0.137. (6) The peptide sequence is LEFNSSLAI. The MHC is HLA-A80:01 with pseudo-sequence HLA-A80:01. The binding affinity (normalized) is 0.0847. (7) The peptide sequence is HNDEIMRMCH. The MHC is H-2-Db with pseudo-sequence H-2-Db. The binding affinity (normalized) is 0.